Dataset: Full USPTO retrosynthesis dataset with 1.9M reactions from patents (1976-2016). Task: Predict the reactants needed to synthesize the given product. (1) Given the product [CH3:1][O:2][C:3]([C:5]1[C:9]([Cl:13])=[CH:8][N:7]([CH:10]([F:12])[F:11])[N:6]=1)=[O:4], predict the reactants needed to synthesize it. The reactants are: [CH3:1][O:2][C:3]([C:5]1[CH:9]=[CH:8][N:7]([CH:10]([F:12])[F:11])[N:6]=1)=[O:4].[Cl:13]N1C(=O)CCC1=O. (2) Given the product [Si:20]([O:19][C:15]1([C:8]2[CH:9]=[CH:10][C:11]3[C:12]4[N:13]=[CH:14][C:2]([C:32]5[N:28]([CH3:27])[N:29]=[N:30][C:31]=5[CH3:46])=[CH:3][C:4]=4[NH:5][C:6]=3[CH:7]=2)[CH2:18][O:17][CH2:16]1)([C:23]([CH3:26])([CH3:25])[CH3:24])([CH3:22])[CH3:21], predict the reactants needed to synthesize it. The reactants are: Br[C:2]1[CH:14]=[N:13][C:12]2[C:11]3[CH:10]=[CH:9][C:8]([C:15]4([O:19][Si:20]([C:23]([CH3:26])([CH3:25])[CH3:24])([CH3:22])[CH3:21])[CH2:18][O:17][CH2:16]4)=[CH:7][C:6]=3[NH:5][C:4]=2[CH:3]=1.[CH3:27][N:28]1[C:32]([Sn](CCCC)(CCCC)CCCC)=[C:31]([CH3:46])[N:30]=[N:29]1.CCN(CC)CC. (3) Given the product [ClH:61].[NH2:8][CH2:9][CH2:10][NH:11][C:12]([C:14]1[CH:19]=[CH:18][C:17]([C:20]2[CH:21]=[CH:22][C:23]([CH2:26][C@H:27]([NH:42][C:43]([C@H:45]3[CH2:46][CH2:47][C@H:48]([CH2:51][NH2:52])[CH2:49][CH2:50]3)=[O:44])[C:28](=[O:41])[NH:29][C:30]3[CH:35]=[CH:34][C:33]([C:36]4[N:40]=[N:39][NH:38][N:37]=4)=[CH:32][CH:31]=3)=[CH:24][CH:25]=2)=[C:16]([CH3:60])[CH:15]=1)=[O:13], predict the reactants needed to synthesize it. The reactants are: C(OC([NH:8][CH2:9][CH2:10][NH:11][C:12]([C:14]1[CH:19]=[CH:18][C:17]([C:20]2[CH:25]=[CH:24][C:23]([CH2:26][C@H:27]([NH:42][C:43]([C@H:45]3[CH2:50][CH2:49][C@H:48]([CH2:51][NH:52]C(=O)OC(C)(C)C)[CH2:47][CH2:46]3)=[O:44])[C:28](=[O:41])[NH:29][C:30]3[CH:35]=[CH:34][C:33]([C:36]4[N:37]=[N:38][NH:39][N:40]=4)=[CH:32][CH:31]=3)=[CH:22][CH:21]=2)=[C:16]([CH3:60])[CH:15]=1)=[O:13])=O)(C)(C)C.[ClH:61]. (4) Given the product [Cl:8][C:11](=[N:10][OH:9])[CH2:12][CH2:13][C:14]([CH3:24])([S:20]([CH3:23])(=[O:21])=[O:22])[C:15]([O:17][CH2:18][CH3:19])=[O:16], predict the reactants needed to synthesize it. The reactants are: C1C(=O)N([Cl:8])C(=O)C1.[OH:9][N:10]=[CH:11][CH2:12][CH2:13][C:14]([CH3:24])([S:20]([CH3:23])(=[O:22])=[O:21])[C:15]([O:17][CH2:18][CH3:19])=[O:16].